From a dataset of Blood-brain barrier permeability classification from the B3DB database. Regression/Classification. Given a drug SMILES string, predict its absorption, distribution, metabolism, or excretion properties. Task type varies by dataset: regression for continuous measurements (e.g., permeability, clearance, half-life) or binary classification for categorical outcomes (e.g., BBB penetration, CYP inhibition). Dataset: b3db_classification. (1) The result is 1 (penetrates BBB). The compound is CC(C)Oc1cccc(CCCNC(=O)[C@@H](C)SCc2ccccc2)c1. (2) The drug is Cc1ncc(-c2csc(N=C(N)N)n2)[nH]1. The result is 1 (penetrates BBB). (3) The compound is Cc1nccn1C[C@@H]1CCc2c(c3ccccc3n2C)C1=O. The result is 1 (penetrates BBB). (4) The molecule is Nc1ccn([C@@H]2O[C@H](CO)[C@@H](O)[C@H]2O)c(=O)n1. The result is 1 (penetrates BBB). (5) The drug is CCN(CC)C(=O)[C@@H]1[C@@H]2C=C[C@@H](C2)[C@H]1C(=O)N(CC)CC. The result is 1 (penetrates BBB). (6) The result is 1 (penetrates BBB). The molecule is COCCCCC(=NOCCN)c1ccc(C(F)(F)F)cc1.